This data is from Full USPTO retrosynthesis dataset with 1.9M reactions from patents (1976-2016). The task is: Predict the reactants needed to synthesize the given product. (1) The reactants are: [CH2:1]([OH:13])[CH2:2][O:3][CH2:4][CH2:5][O:6][CH2:7][CH2:8][O:9][CH2:10][CH2:11][OH:12].[CH3:14][C:15]([Si:18](Cl)([CH3:20])[CH3:19])([CH3:17])[CH3:16].C(N(CC)CC)C. Given the product [C:15]([Si:18]([CH3:20])([CH3:19])[O:12][CH2:11][CH2:10][O:9][CH2:8][CH2:7][O:6][CH2:5][CH2:4][O:3][CH2:2][CH2:1][OH:13])([CH3:17])([CH3:16])[CH3:14], predict the reactants needed to synthesize it. (2) The reactants are: ClC1C=CC(CCCN2C(=O)C(CN3CCN(C)CC3)=CC(C3C=CC4OCCC=4C=3)=N2)=CC=1.[C:35]([C:38]1[C:39](=[O:61])[N:40]([CH2:53][C:54]2[CH:59]=[CH:58][CH:57]=[CH:56][C:55]=2[Cl:60])[N:41]=[C:42]([C:44]2[CH:45]=[CH:46][C:47]3[O:51][CH2:50][CH2:49][C:48]=3[CH:52]=2)[CH:43]=1)(O)=[O:36]. Given the product [Cl:60][C:55]1[CH:56]=[CH:57][CH:58]=[CH:59][C:54]=1[CH2:53][N:40]1[C:39](=[O:61])[C:38]([CH2:35][OH:36])=[CH:43][C:42]([C:44]2[CH:45]=[CH:46][C:47]3[O:51][CH2:50][CH2:49][C:48]=3[CH:52]=2)=[N:41]1, predict the reactants needed to synthesize it. (3) The reactants are: [Cl:1][C:2]1[CH:3]=[C:4]([CH:18]=[C:19]([CH:21]([NH:26]S(C(C)(C)C)=O)[C:22]([F:25])([F:24])[F:23])[CH:20]=1)[CH2:5][O:6][C:7]1[CH:12]=[CH:11][CH:10]=[CH:9][C:8]=1[CH2:13][C:14]([O:16][CH3:17])=[O:15].Cl.O1CCOCC1. Given the product [NH2:26][CH:21]([C:19]1[CH:18]=[C:4]([CH:3]=[C:2]([Cl:1])[CH:20]=1)[CH2:5][O:6][C:7]1[CH:12]=[CH:11][CH:10]=[CH:9][C:8]=1[CH2:13][C:14]([O:16][CH3:17])=[O:15])[C:22]([F:24])([F:23])[F:25], predict the reactants needed to synthesize it. (4) Given the product [F:10][C:11]1[CH:16]=[CH:15][C:14]([NH:17][C:18]([C:20]2[C:24]3[CH:25]=[CH:26][C:27]([O:29][C:6]4[CH:5]=[C:4]([Cl:9])[N:3]=[C:2]([NH2:1])[N:7]=4)=[CH:28][C:23]=3[S:22][N:21]=2)=[O:19])=[CH:13][C:12]=1[C:30]([F:32])([F:31])[F:33], predict the reactants needed to synthesize it. The reactants are: [NH2:1][C:2]1[N:7]=[C:6](Cl)[CH:5]=[C:4]([Cl:9])[N:3]=1.[F:10][C:11]1[CH:16]=[CH:15][C:14]([NH:17][C:18]([C:20]2[C:24]3[CH:25]=[CH:26][C:27]([OH:29])=[CH:28][C:23]=3[S:22][N:21]=2)=[O:19])=[CH:13][C:12]=1[C:30]([F:33])([F:32])[F:31].[O-]P([O-])([O-])=O.[K+].[K+].[K+]. (5) Given the product [NH2:30][C:31]1[N:32]=[CH:33][C:34]([C:2]2[N:3]=[C:4]([N:24]3[CH2:29][CH2:28][O:27][CH2:26][CH2:25]3)[C:5]3[S:10][C:9]([C:11]4[CH:12]=[C:13]([S:17]([CH2:20][C@H:21]([OH:23])[CH3:22])(=[O:19])=[O:18])[CH:14]=[CH:15][CH:16]=4)=[CH:8][C:6]=3[N:7]=2)=[CH:35][CH:36]=1, predict the reactants needed to synthesize it. The reactants are: Cl[C:2]1[N:3]=[C:4]([N:24]2[CH2:29][CH2:28][O:27][CH2:26][CH2:25]2)[C:5]2[S:10][C:9]([C:11]3[CH:12]=[C:13]([S:17]([CH2:20][C@H:21]([OH:23])[CH3:22])(=[O:19])=[O:18])[CH:14]=[CH:15][CH:16]=3)=[CH:8][C:6]=2[N:7]=1.[NH2:30][C:31]1[CH:36]=[CH:35][C:34](B2OC(C)(C)C(C)(C)O2)=[CH:33][N:32]=1. (6) Given the product [CH2:20]([C:5]([S:9]([C:12]1[CH:17]=[CH:16][C:15]([O:18][CH3:19])=[CH:14][CH:13]=1)(=[O:11])=[O:10])([CH:6]=[CH:7][CH3:8])[C:4]([OH:23])=[O:3])[CH:21]=[CH2:22], predict the reactants needed to synthesize it. The reactants are: C([O:3][C:4](=[O:23])[C:5]([CH2:20][CH:21]=[CH2:22])([S:9]([C:12]1[CH:17]=[CH:16][C:15]([O:18][CH3:19])=[CH:14][CH:13]=1)(=[O:11])=[O:10])[CH2:6][CH:7]=[CH2:8])C.